This data is from PAMPA (Parallel Artificial Membrane Permeability Assay) permeability data from NCATS. The task is: Regression/Classification. Given a drug SMILES string, predict its absorption, distribution, metabolism, or excretion properties. Task type varies by dataset: regression for continuous measurements (e.g., permeability, clearance, half-life) or binary classification for categorical outcomes (e.g., BBB penetration, CYP inhibition). Dataset: pampa_ncats. (1) The molecule is C1COCCN1C2=C3C=CN(C3=CC(=N2)C4=CC5=C(C=C4)C(=O)NC5)CC6=CC=NC=C6. The result is 1 (high permeability). (2) The result is 1 (high permeability). The drug is CC1=CN=C(N=C1NCC2=CC=C(C=C2)N3C=CN=N3)C4=CC=CC=C4OC(C)C. (3) The molecule is CC1=CC(=CC=C1)N2CCN(CC2)C(=O)C3=CC4=C(C=C3)N(CCCCCC4O)C. The result is 0 (low-to-moderate permeability). (4) The drug is C1CC2=C(C(N=C(N2)NC3=NC4=CC=CC=C4O3)C5=C(C=CC=N5)Br)C(=O)C1. The result is 1 (high permeability). (5) The drug is C1CCN(CC1)C(=O)C2=CC3=C(C=C2)N(C=N3)C4=CC=C(C=C4)C(F)(F)F. The result is 1 (high permeability). (6) The compound is C1=CC(=CC=C1NC(=O)CC2=CC(=C(C=C2)Cl)Cl)S(=O)(=O)NC3=NN=CS3. The result is 0 (low-to-moderate permeability).